Dataset: Reaction yield outcomes from USPTO patents with 853,638 reactions. Task: Predict the reaction yield, written as a fraction of the theoretical maximum amount of product (1.0 means a 100% yield; for example, 0.34 means a 34% yield). The yield is 0.840. The reactants are C(=O)([O-])[O-].[K+].[K+].Br[CH:8]([C:14]([O:16][CH2:17][CH3:18])=[O:15])[C:9]([O:11][CH2:12][CH3:13])=[O:10].[CH2:19]([N:26]1[CH2:31][CH2:30][NH:29][CH2:28][CH2:27]1)[C:20]1[CH:25]=[CH:24][CH:23]=[CH:22][CH:21]=1. The catalyst is C(#N)C. The product is [CH2:19]([N:26]1[CH2:31][CH2:30][N:29]([CH:8]([C:14]([O:16][CH2:17][CH3:18])=[O:15])[C:9]([O:11][CH2:12][CH3:13])=[O:10])[CH2:28][CH2:27]1)[C:20]1[CH:21]=[CH:22][CH:23]=[CH:24][CH:25]=1.